Task: Predict the reaction yield, written as a fraction of the theoretical maximum amount of product (1.0 means a 100% yield; for example, 0.34 means a 34% yield).. Dataset: Reaction yield outcomes from USPTO patents with 853,638 reactions (1) The reactants are [C:1]([CH:3]([C:7]([CH3:10])([CH3:9])[CH3:8])[C:4](Cl)=[O:5])#[N:2].Cl.[CH2:12]([C:14]1[CH:24]=[CH:23][CH:22]=[CH:21][C:15]=1[O:16][CH:17](N)[CH2:18][CH3:19])[CH3:13].C([N:27](CC)CC)C. The catalyst is C(Cl)Cl. The product is [C:1]([CH:3]([C:7]([CH3:10])([CH3:9])[CH3:8])[C:4]([NH:27][CH:18]([CH3:19])[CH2:17][O:16][C:15]1[CH:21]=[CH:22][CH:23]=[CH:24][C:14]=1[CH2:12][CH3:13])=[O:5])#[N:2]. The yield is 0.420. (2) The reactants are [CH2:1]1[C:10]2[C:5](=[CH:6][CH:7]=[CH:8][CH:9]=2)[CH2:4][CH2:3][N:2]1[CH2:11][CH:12]([OH:35])[CH2:13][NH:14][C:15]([C:17]1[CH:18]=[C:19]([CH:23]2[CH2:27][CH2:26][N:25](C(OC(C)(C)C)=O)[CH2:24]2)[CH:20]=[CH:21][CH:22]=1)=[O:16].C(O)(C(F)(F)F)=O. The catalyst is C(Cl)Cl. The product is [CH2:1]1[C:10]2[C:5](=[CH:6][CH:7]=[CH:8][CH:9]=2)[CH2:4][CH2:3][N:2]1[CH2:11][CH:12]([OH:35])[CH2:13][NH:14][C:15](=[O:16])[C:17]1[CH:22]=[CH:21][CH:20]=[C:19]([CH:23]2[CH2:27][CH2:26][NH:25][CH2:24]2)[CH:18]=1. The yield is 0.250. (3) The reactants are [CH:1]1([C:7]2[CH:15]=[CH:14][C:10]([C:11](Cl)=[O:12])=[CH:9][CH:8]=2)[CH2:6][CH2:5][CH2:4][CH2:3][CH2:2]1.[Br:16][C:17]1[C:26]([O:27][CH:28]([C:36]([O:38][CH3:39])=[O:37])[CH2:29][C:30]2[CH:35]=[CH:34][CH:33]=[CH:32][CH:31]=2)=[CH:25][CH:24]=[C:23]2[C:18]=1[CH:19]=[CH:20][C:21]([CH2:40][NH3+:41])=[CH:22]2.[Cl-].C(N(CC)CC)C. The catalyst is C(Cl)Cl. The product is [CH3:39][O:38][C:36](=[O:37])[CH:28]([O:27][C:26]1[CH:25]=[CH:24][C:23]2[C:18](=[CH:19][CH:20]=[C:21]([CH2:40][NH:41][C:11](=[O:12])[C:10]3[CH:14]=[CH:15][C:7]([CH:1]4[CH2:6][CH2:5][CH2:4][CH2:3][CH2:2]4)=[CH:8][CH:9]=3)[CH:22]=2)[C:17]=1[Br:16])[CH2:29][C:30]1[CH:31]=[CH:32][CH:33]=[CH:34][CH:35]=1. The yield is 0.840. (4) The reactants are [OH-].[Li+].[C:3]1([CH3:22])[CH:8]=[CH:7][CH:6]=[CH:5][C:4]=1[O:9][CH:10]([C:12]1[CH:21]=[CH:20][C:15]([C:16]([O:18]C)=[O:17])=[CH:14][CH:13]=1)[CH3:11]. The catalyst is CO.O. The product is [C:3]1([CH3:22])[CH:8]=[CH:7][CH:6]=[CH:5][C:4]=1[O:9][CH:10]([C:12]1[CH:13]=[CH:14][C:15]([C:16]([OH:18])=[O:17])=[CH:20][CH:21]=1)[CH3:11]. The yield is 0.880.